This data is from Full USPTO retrosynthesis dataset with 1.9M reactions from patents (1976-2016). The task is: Predict the reactants needed to synthesize the given product. (1) Given the product [F:1][C:2]1[CH:14]=[CH:13][CH:12]=[C:11]([I:15])[C:3]=1[C:4]1[O:6][N:7]=[C:8]([CH3:9])[N:10]=1.[F:21][C:22]1[C:23]([C:29]2[O:33][N:32]=[C:31]([CH3:34])[N:30]=2)=[C:17]([CH:25]=[CH:26][CH:27]=1)[C:16]([OH:19])=[O:18], predict the reactants needed to synthesize it. The reactants are: [F:1][C:2]1[CH:14]=[CH:13][CH:12]=[C:11]([I:15])[C:3]=1[C:4]([O:6]/[N:7]=[C:8](\[NH2:10])/[CH3:9])=O.[C:16]([O-:19])(=[O:18])[CH3:17].[Na+].[F:21][C:22]1[CH:27]=[CH:26][CH:25]=C(I)[C:23]=1[C:29]1[O:33][N:32]=[C:31]([CH3:34])[N:30]=1.C([Mg]Cl)(C)C.C(=O)=O. (2) Given the product [Cl:1][C:2]1[CH:3]=[C:4]([CH:8]=[CH:9][N:10]=1)[C:5]([O:7][CH2:17][C:18]([CH3:21])([CH3:20])[CH3:19])=[O:6], predict the reactants needed to synthesize it. The reactants are: [Cl:1][C:2]1[CH:3]=[C:4]([CH:8]=[CH:9][N:10]=1)[C:5]([OH:7])=[O:6].C(Cl)(=O)C(Cl)=O.[CH2:17](O)[C:18]([CH3:21])([CH3:20])[CH3:19].CCN(CC)CC. (3) Given the product [CH:1]1([N:4]2[CH:17]([CH3:20])[C:10]3[C:9](=[C:14]([I:15])[CH:13]=[C:12]([Cl:16])[CH:11]=3)[C:8]2=[O:19])[CH2:3][CH2:2]1, predict the reactants needed to synthesize it. The reactants are: [CH:1]1([NH:4]C)[CH2:3][CH2:2]1.CO[C:8](=[O:19])[C:9]1[C:14]([I:15])=[CH:13][C:12]([Cl:16])=[CH:11][C:10]=1[CH2:17]Br.[C:20]([O-])([O-])=O.[K+].[K+]. (4) Given the product [C:1]([O:5][C:6](=[O:35])[N:7]([C:16]1[S:17][C@:18]2([CH:32]([F:33])[F:34])[C@H:20]([C@:21]([C:24]3[C:25]([F:31])=[N:42][CH:27]=[C:28]([Br:30])[CH:29]=3)([CH3:23])[N:22]=1)[CH2:19]2)[CH2:8][O:9][CH2:10][CH2:11][Si:12]([CH3:15])([CH3:13])[CH3:14])([CH3:2])([CH3:3])[CH3:4], predict the reactants needed to synthesize it. The reactants are: [C:1]([O:5][C:6](=[O:35])[N:7]([C:16]1[S:17][C@:18]2([CH:32]([F:34])[F:33])[C@H:20]([C@:21]([C:24]3[CH:29]=[C:28]([Br:30])[CH:27]=C[C:25]=3[F:31])([CH3:23])[N:22]=1)[CH2:19]2)[CH2:8][O:9][CH2:10][CH2:11][Si:12]([CH3:15])([CH3:14])[CH3:13])([CH3:4])([CH3:3])[CH3:2].C(OC(=O)[N:42](C1S[C@]2(C=O)[C@H]([C@](C3C(F)=NC=C(Br)C=3)(C)N=1)C2)COCC[Si](C)(C)C)(C)(C)C.COCCN(S(F)(F)F)CCOC.